Dataset: Catalyst prediction with 721,799 reactions and 888 catalyst types from USPTO. Task: Predict which catalyst facilitates the given reaction. (1) Reactant: [Cl:1][C:2]1[CH:7]=[CH:6][CH:5]=[CH:4][C:3]=1[C:8]1[C:18]([I:19])=[C:11]2[NH:12][C:13]([CH3:17])=[N:14][C:15](=O)[N:10]2[N:9]=1.C(N(C(C)C)CC)(C)C.O=P(Cl)(Cl)[Cl:31]. Product: [Cl:31][C:15]1[N:10]2[N:9]=[C:8]([C:3]3[CH:4]=[CH:5][CH:6]=[CH:7][C:2]=3[Cl:1])[C:18]([I:19])=[C:11]2[N:12]=[C:13]([CH3:17])[N:14]=1. The catalyst class is: 11. (2) Reactant: Cl[C:2]1[CH:11]=[CH:10][C:9]2[C:4](=[CH:5][CH:6]=[C:7]([Cl:12])[CH:8]=2)[N:3]=1.[N:13]1([C:19]([O:21][C:22]([CH3:25])([CH3:24])[CH3:23])=[O:20])[CH2:18][CH2:17][NH:16][CH2:15][CH2:14]1.C(=O)([O-])[O-].[K+].[K+]. Product: [Cl:12][C:7]1[CH:8]=[C:9]2[C:4](=[CH:5][CH:6]=1)[N:3]=[C:2]([N:16]1[CH2:15][CH2:14][N:13]([C:19]([O:21][C:22]([CH3:25])([CH3:24])[CH3:23])=[O:20])[CH2:18][CH2:17]1)[CH:11]=[CH:10]2. The catalyst class is: 3. (3) Reactant: [CH3:1][C:2]1[N:7]=[C:6]([C:8]2[NH:12][C:11]([CH2:13][C:14]3[CH:15]=[C:16]([CH:21]=[CH:22][CH:23]=3)[C:17]([O:19]C)=O)=[N:10][C:9]=2[C:24]2[CH:25]=[C:26]3[C:31](=[CH:32][CH:33]=2)[N:30]=[CH:29][CH:28]=[CH:27]3)[CH:5]=[CH:4][CH:3]=1.Cl.[NH2:35][OH:36]. Product: [OH:36][NH:35][C:17](=[O:19])[C:16]1[CH:21]=[CH:22][CH:23]=[C:14]([CH2:13][C:11]2[NH:12][C:8]([C:6]3[CH:5]=[CH:4][CH:3]=[C:2]([CH3:1])[N:7]=3)=[C:9]([C:24]3[CH:25]=[C:26]4[C:31](=[CH:32][CH:33]=3)[N:30]=[CH:29][CH:28]=[CH:27]4)[N:10]=2)[CH:15]=1. The catalyst class is: 5. (4) Reactant: C([C:5]1[CH:6]=[C:7]([CH:36]=[C:37]([C:39]([O:41]C)=[O:40])[CH:38]=1)[CH2:8][CH:9]([CH2:13][CH2:14][CH2:15][S:16][C:17]([C:30]1C=CC=CC=1)([C:24]1C=CC=CC=1)[C:18]1C=CC=CC=1)[C:10]([OH:12])=[O:11])(C)(C)C.C([SiH](C(C)C)C(C)C)(C)C.FC(F)(F)C(O)=O. Product: [C:39]([C:37]1[CH:36]=[C:7]([CH2:8][CH:9]([CH2:13][CH2:14][CH2:15][S:16][C:17]([CH3:30])([CH3:24])[CH3:18])[C:10]([OH:12])=[O:11])[CH:6]=[CH:5][CH:38]=1)([OH:41])=[O:40]. The catalyst class is: 4.